From a dataset of Forward reaction prediction with 1.9M reactions from USPTO patents (1976-2016). Predict the product of the given reaction. (1) The product is: [C:1]([O:5][C:6]([N:8]1[CH:13]2[CH2:14][CH2:15][CH:9]1[CH2:10][CH:11]([OH:16])[CH2:12]2)=[O:7])([CH3:4])([CH3:2])[CH3:3]. Given the reactants [C:1]([O:5][C:6]([N:8]1[CH:13]2[CH2:14][CH2:15][CH:9]1[CH2:10][C:11](=[O:16])[CH2:12]2)=[O:7])([CH3:4])([CH3:3])[CH3:2].[BH4-].[Na+], predict the reaction product. (2) Given the reactants Cl.[C:2]1([CH:8]([CH:11]2[CH2:16][CH2:15][NH:14][CH2:13][CH2:12]2)[C:9]#[N:10])[CH:7]=[CH:6][CH:5]=[CH:4][CH:3]=1.F[C:18]1[CH:23]=[CH:22][C:21]([N+:24]([O-:26])=[O:25])=[CH:20][CH:19]=1.C([O-])([O-])=O.[K+].[K+].O, predict the reaction product. The product is: [N+:24]([C:21]1[CH:22]=[CH:23][C:18]([N:14]2[CH2:15][CH2:16][CH:11]([CH:8]([C:2]3[CH:3]=[CH:4][CH:5]=[CH:6][CH:7]=3)[C:9]#[N:10])[CH2:12][CH2:13]2)=[CH:19][CH:20]=1)([O-:26])=[O:25]. (3) Given the reactants [C:1](N1C=CN=C1)(N1C=CN=C1)=[O:2].[Cl:13][C:14]1[C:23]([NH2:24])=[C:22]([NH:25][CH2:26][C:27]2[CH:32]=[CH:31][C:30]([O:33][CH3:34])=[CH:29][CH:28]=2)[C:21]2[C:16](=[CH:17][CH:18]=[CH:19][CH:20]=2)[N:15]=1.N1C=CC=CC=1.C(#N)C, predict the reaction product. The product is: [Cl:13][C:14]1[C:23]2[N:24]=[C:1]([OH:2])[N:25]([CH2:26][C:27]3[CH:28]=[CH:29][C:30]([O:33][CH3:34])=[CH:31][CH:32]=3)[C:22]=2[C:21]2[CH:20]=[CH:19][CH:18]=[CH:17][C:16]=2[N:15]=1. (4) Given the reactants [CH3:1][C:2]1[C:11]2[C:6](=[CH:7][CH:8]=[CH:9][CH:10]=2)[C:5]([C:12](Cl)=[O:13])=[CH:4][CH:3]=1.[CH3:15][O:16][C:17]1[CH:25]=[C:24]2[C:20]([CH:21]=[C:22]([CH3:34])[N:23]2[CH2:26][CH2:27][N:28]2[CH2:33][CH2:32][O:31][CH2:30][CH2:29]2)=[CH:19][CH:18]=1.[Cl-].[Cl-].C([Al+2])C, predict the reaction product. The product is: [CH3:15][O:16][C:17]1[CH:25]=[C:24]2[C:20]([C:21]([C:12]([C:5]3[C:6]4[C:11](=[CH:10][CH:9]=[CH:8][CH:7]=4)[C:2]([CH3:1])=[CH:3][CH:4]=3)=[O:13])=[C:22]([CH3:34])[N:23]2[CH2:26][CH2:27][N:28]2[CH2:33][CH2:32][O:31][CH2:30][CH2:29]2)=[CH:19][CH:18]=1. (5) Given the reactants Br[CH2:2][C:3]([C:5]1[CH:10]=[CH:9][C:8]([S:11]([CH3:14])(=[O:13])=[O:12])=[CH:7][CH:6]=1)=O.CCN(CC)CC.[F:22][C:23]1[CH:28]=[CH:27][C:26]([CH2:29][C:30]([OH:32])=[O:31])=[CH:25][CH:24]=1.C1CCN2C(=NCCC2)CC1, predict the reaction product. The product is: [F:22][C:23]1[CH:24]=[CH:25][C:26]([C:29]2[C:30](=[O:32])[O:31][CH2:2][C:3]=2[C:5]2[CH:6]=[CH:7][C:8]([S:11]([CH3:14])(=[O:13])=[O:12])=[CH:9][CH:10]=2)=[CH:27][CH:28]=1. (6) Given the reactants C(O)=O.[NH2:4][CH2:5][CH2:6][C:7]1[CH:30]=[CH:29][C:10]([NH:11][CH:12]2[CH2:17][CH2:16][N:15]([C:18]([NH:20][CH2:21][CH2:22][CH2:23][CH2:24][CH2:25][CH2:26][CH2:27][CH3:28])=[O:19])[CH2:14][CH2:13]2)=[CH:9][CH:8]=1.C([Si]([O:48][C:49]1[CH:54]=[CH:53][C:52]([O:55][CH2:56][C@@H:57]2[CH2:59][O:58]2)=[CH:51][C:50]=1[F:60])(C1C=CC=CC=1)C1C=CC=CC=1)(C)(C)C, predict the reaction product. The product is: [CH2:21]([NH:20][C:18]([N:15]1[CH2:16][CH2:17][CH:12]([NH:11][C:10]2[CH:9]=[CH:8][C:7]([CH2:6][CH2:5][NH:4][CH2:59][C@H:57]([OH:58])[CH2:56][O:55][C:52]3[CH:53]=[CH:54][C:49]([OH:48])=[C:50]([F:60])[CH:51]=3)=[CH:30][CH:29]=2)[CH2:13][CH2:14]1)=[O:19])[CH2:22][CH2:23][CH2:24][CH2:25][CH2:26][CH2:27][CH3:28]. (7) Given the reactants [N-:1]=[N+:2]=[N-:3].[Na+].C(Cl)Cl.FC(F)(F)S(OS(C(F)(F)F)(=O)=O)(=O)=O.C(O)(C(F)(F)F)=O.N[C@H:31]1[C:42](=[O:43])[O:41][CH2:40][C@@H:39]([C:44]2[CH:49]=[CH:48][CH:47]=[CH:46][CH:45]=2)[NH:38][C:37](=[O:50])[CH2:36][CH2:35][CH:34]=[CH:33][CH2:32]1.C(=O)([O-])[O-].[K+].[K+].S(N=[N+]=[N-])(C(F)(F)F)(=O)=O, predict the reaction product. The product is: [N:1]([C@H:31]1[C:42](=[O:43])[O:41][CH2:40][C@@H:39]([C:44]2[CH:49]=[CH:48][CH:47]=[CH:46][CH:45]=2)[NH:38][C:37](=[O:50])[CH2:36][CH2:35][CH:34]=[CH:33][CH2:32]1)=[N+:2]=[N-:3].